This data is from Forward reaction prediction with 1.9M reactions from USPTO patents (1976-2016). The task is: Predict the product of the given reaction. (1) The product is: [CH2:1]([N:8]([CH2:19][C:20]1[CH:33]=[CH:32][C:23]([O:24][C:25]2[CH:26]=[C:27]([CH:28]=[CH:29][CH:30]=2)[O:31][CH2:35][CH2:36][C:37]([O:39][CH2:40][CH3:41])=[O:38])=[CH:22][CH:21]=1)[C:9]1[CH:14]=[CH:13][CH:12]=[C:11]([N+:15]([O-:17])=[O:16])[C:10]=1[CH3:18])[C:2]1[CH:3]=[CH:4][CH:5]=[CH:6][CH:7]=1. Given the reactants [CH2:1]([N:8]([CH2:19][C:20]1[CH:33]=[CH:32][C:23]([O:24][C:25]2[CH:26]=[C:27]([OH:31])[CH:28]=[CH:29][CH:30]=2)=[CH:22][CH:21]=1)[C:9]1[CH:14]=[CH:13][CH:12]=[C:11]([N+:15]([O-:17])=[O:16])[C:10]=1[CH3:18])[C:2]1[CH:7]=[CH:6][CH:5]=[CH:4][CH:3]=1.Br[CH2:35][CH2:36][C:37]([O:39][CH2:40][CH3:41])=[O:38], predict the reaction product. (2) Given the reactants [Cl:1][C:2]1[N:7]=[CH:6][C:5]([OH:8])=[CH:4][CH:3]=1.[CH:9]1(O)[CH2:15][CH2:14][CH2:13][CH2:12][CH2:11][CH2:10]1.C(P(CCCC)CCCC)CCC.C1CCN(C(N=NC(N2CCCCC2)=O)=O)CC1, predict the reaction product. The product is: [Cl:1][C:2]1[N:7]=[CH:6][C:5]([O:8][CH:9]2[CH2:15][CH2:14][CH2:13][CH2:12][CH2:11][CH2:10]2)=[CH:4][CH:3]=1. (3) Given the reactants [Cl:1][C:2]1[CH:7]=[CH:6][C:5]([N:8]2[CH:12]=[C:11]([CH2:13]O)[N:10]=[CH:9]2)=[CH:4][C:3]=1[CH3:15].S(Cl)(Cl)=O.[H-].[Na+].[N:22]1[C:26]2[CH2:27][CH2:28][CH2:29][CH2:30][C:25]=2[NH:24][CH:23]=1, predict the reaction product. The product is: [ClH:1].[Cl:1][C:2]1[CH:7]=[CH:6][C:5]([N:8]2[CH:12]=[C:11]([CH2:13][N:22]3[C:26]4[CH2:27][CH2:28][CH2:29][CH2:30][C:25]=4[N:24]=[CH:23]3)[N:10]=[CH:9]2)=[CH:4][C:3]=1[CH3:15]. (4) Given the reactants C([O:8][C:9]1[CH:10]=[C:11]([CH:16]2[CH2:20][NH:19][C:18](=[O:21])[CH2:17]2)[CH:12]=[CH:13][C:14]=1[Cl:15])C1C=CC=CC=1.C1COCC1.Cl, predict the reaction product. The product is: [Cl:15][C:14]1[CH:13]=[CH:12][C:11]([C@@H:16]2[CH2:20][NH:19][C:18](=[O:21])[CH2:17]2)=[CH:10][C:9]=1[OH:8]. (5) Given the reactants [Br:1][C:2]1[CH:3]=[C:4]([NH:10][C:11]2[CH:16]=[CH:15][C:14]([C:17]3[CH2:18][CH2:19][NH:20][CH2:21][CH:22]=3)=[CH:13][N:12]=2)[C:5](=[O:9])[N:6]([CH3:8])[CH:7]=1.[O:23]1[CH2:26][C:25](=O)[CH2:24]1.[BH3-]C#N.[Na+].C(OCC)C, predict the reaction product. The product is: [Br:1][C:2]1[CH:3]=[C:4]([NH:10][C:11]2[CH:16]=[CH:15][C:14]([C:17]3[CH2:18][CH2:19][N:20]([CH:25]4[CH2:26][O:23][CH2:24]4)[CH2:21][CH:22]=3)=[CH:13][N:12]=2)[C:5](=[O:9])[N:6]([CH3:8])[CH:7]=1. (6) Given the reactants [CH2:1]([O:8][C:9]([N:11]([CH2:32][C:33]([N:35]1[CH2:39][C@@H:38]([F:40])[CH2:37][C@H:36]1[C:41]#[N:42])=[O:34])[C:12]12[CH2:19][CH2:18][C:15]([C:20](ON3C4C=CC=CC=4N=N3)=[O:21])([CH2:16][CH2:17]1)[CH2:14][CH2:13]2)=[O:10])[C:2]1[CH:7]=[CH:6][CH:5]=[CH:4][CH:3]=1.[NH2:43][C:44]12[CH2:51][CH2:50][C:47]([C:52]([O:54][CH2:55][CH3:56])=[O:53])([CH2:48][CH2:49]1)[CH2:46][CH2:45]2, predict the reaction product. The product is: [CH2:1]([O:8][C:9]([N:11]([CH2:32][C:33]([N:35]1[CH2:39][C@@H:38]([F:40])[CH2:37][C@H:36]1[C:41]#[N:42])=[O:34])[C:12]12[CH2:19][CH2:18][C:15]([C:20]([NH:43][C:44]34[CH2:45][CH2:46][C:47]([C:52]([O:54][CH2:55][CH3:56])=[O:53])([CH2:50][CH2:51]3)[CH2:48][CH2:49]4)=[O:21])([CH2:16][CH2:17]1)[CH2:14][CH2:13]2)=[O:10])[C:2]1[CH:3]=[CH:4][CH:5]=[CH:6][CH:7]=1. (7) Given the reactants Cl[C:2]1[N:7]=[C:6]([NH:8][C:9]2[C:18]([CH3:19])=[CH:17][CH:16]=[CH:15][C:10]=2[C:11]([NH:13][CH3:14])=[O:12])[C:5]([Cl:20])=[CH:4][N:3]=1.[NH2:21][C:22]1[CH:35]=[CH:34][C:25]2[NH:26][C:27](=[O:33])[CH2:28][CH2:29][C:30]([CH3:32])([CH3:31])[C:24]=2[CH:23]=1.CC1(C)[C@]2(CS(O)(=O)=O)C(C[C@H]1CC2)=O, predict the reaction product. The product is: [Cl:20][C:5]1[C:6]([NH:8][C:9]2[C:18]([CH3:19])=[CH:17][CH:16]=[CH:15][C:10]=2[C:11]([NH:13][CH3:14])=[O:12])=[N:7][C:2]([NH:21][C:22]2[CH:35]=[CH:34][C:25]3[NH:26][C:27](=[O:33])[CH2:28][CH2:29][C:30]([CH3:32])([CH3:31])[C:24]=3[CH:23]=2)=[N:3][CH:4]=1. (8) Given the reactants Br[CH2:2][CH2:3][CH:4]=[CH2:5].[F:6][C:7]1[CH:12]=[CH:11][CH:10]=[C:9]([F:13])[C:8]=1[OH:14].C(=O)([O-])[O-].[K+].[K+], predict the reaction product. The product is: [CH2:2]([O:14][C:8]1[C:7]([F:6])=[CH:12][CH:11]=[CH:10][C:9]=1[F:13])[CH2:3][CH:4]=[CH2:5]. (9) Given the reactants Br[C:2]1[N:3]=[C:4]([NH:10][C:11]2[CH:16]=[CH:15][C:14]([CH:17]3[CH2:22][CH2:21][N:20]([CH:23]4[CH2:26][O:25][CH2:24]4)[CH2:19][CH2:18]3)=[CH:13][CH:12]=2)[C:5](=[O:9])[N:6]([CH3:8])[CH:7]=1.[C:27]([O:30][CH2:31][C:32]1[C:37](B2OC(C)(C)C(C)(C)O2)=[CH:36][CH:35]=[CH:34][C:33]=1[N:47]1[CH2:52][CH2:51][C:50]2[C:53]3[CH2:59][CH2:58][CH2:57][CH2:56][C:54]=3[S:55][C:49]=2[C:48]1=[O:60])(=[O:29])[CH3:28], predict the reaction product. The product is: [C:27]([O:30][CH2:31][C:32]1[C:33]([N:47]2[C:48](=[O:60])[C:49]3[S:55][C:54]4[CH2:56][CH2:57][CH2:58][CH2:59][C:53]=4[C:50]=3[CH2:51][CH2:52]2)=[CH:34][CH:35]=[CH:36][C:37]=1[C:2]1[N:3]=[C:4]([NH:10][C:11]2[CH:16]=[CH:15][C:14]([CH:17]3[CH2:22][CH2:21][N:20]([CH:23]4[CH2:24][O:25][CH2:26]4)[CH2:19][CH2:18]3)=[CH:13][CH:12]=2)[C:5](=[O:9])[N:6]([CH3:8])[CH:7]=1)(=[O:29])[CH3:28].